This data is from Full USPTO retrosynthesis dataset with 1.9M reactions from patents (1976-2016). The task is: Predict the reactants needed to synthesize the given product. Given the product [Cl:19][C:2]1[N:3]2[CH:16]=[CH:15][N:14]=[C:4]2[CH:5]=[C:6]2[C:11]=1[CH2:10][CH2:9][CH:8]([C:12]#[N:13])[CH2:7]2, predict the reactants needed to synthesize it. The reactants are: O=[C:2]1[C:11]2[CH2:10][CH2:9][CH:8]([C:12]#[N:13])[CH2:7][C:6]=2[CH:5]=[C:4]2[NH:14][CH:15]=[CH:16][N:3]12.P(Cl)(Cl)([Cl:19])=O.